Predict the reaction yield, written as a fraction of the theoretical maximum amount of product (1.0 means a 100% yield; for example, 0.34 means a 34% yield). From a dataset of Reaction yield outcomes from USPTO patents with 853,638 reactions. (1) The reactants are [CH2:1]([O:8][C:9]([N:11]1[CH2:16][CH2:15][C:14]([CH:18]([NH2:27])[CH2:19][C:20]2[CH:25]=[CH:24][C:23]([F:26])=[CH:22][CH:21]=2)([OH:17])[CH2:13][CH2:12]1)=[O:10])[C:2]1[CH:7]=[CH:6][CH:5]=[CH:4][CH:3]=1.Cl[CH2:29][C:30](Cl)=[O:31].[Na+].[I-].[I-].CC(C)([O-])C. No catalyst specified. The product is [CH2:1]([O:8][C:9]([N:11]1[CH2:12][CH2:13][C:14]2([O:17][CH2:29][C:30](=[O:31])[NH:27][CH:18]2[CH2:19][C:20]2[CH:25]=[CH:24][C:23]([F:26])=[CH:22][CH:21]=2)[CH2:15][CH2:16]1)=[O:10])[C:2]1[CH:7]=[CH:6][CH:5]=[CH:4][CH:3]=1. The yield is 0.190. (2) The reactants are [CH2:1]([C:3]1([CH2:26][CH2:27][OH:28])[C:8]2[NH:9][C:10]3[C:15]([C:7]=2[CH2:6][CH2:5][O:4]1)=[CH:14][C:13](/[CH:16]=[CH:17]/[C:18]([O:20][CH2:21][CH3:22])=[O:19])=[CH:12][C:11]=3[CH:23]([CH3:25])[CH3:24])[CH3:2]. The catalyst is Cl.CCO.[Pd]. The product is [CH2:1]([C:3]1([CH2:26][CH2:27][OH:28])[C:8]2[NH:9][C:10]3[C:15]([C:7]=2[CH2:6][CH2:5][O:4]1)=[CH:14][C:13]([CH2:16][CH2:17][C:18]([O:20][CH2:21][CH3:22])=[O:19])=[CH:12][C:11]=3[CH:23]([CH3:24])[CH3:25])[CH3:2]. The yield is 0.380. (3) The reactants are [F:1][C:2]1[CH:7]=[C:6]([F:8])[CH:5]=[CH:4][C:3]=1[NH:9][C:10]([NH:12][C:13]1[CH:18]=[CH:17][C:16]([OH:19])=[CH:15][C:14]=1[F:20])=[O:11].Cl[C:22]1[C:31]2[C:26](=[CH:27][C:28]([O:34][CH2:35][C:36]3[CH:41]=[CH:40][CH:39]=[CH:38][CH:37]=3)=[C:29]([C:32]#[N:33])[CH:30]=2)[N:25]=[CH:24][CH:23]=1. No catalyst specified. The product is [C:32]([C:29]1[CH:30]=[C:31]2[C:26](=[CH:27][C:28]=1[O:34][CH2:35][C:36]1[CH:41]=[CH:40][CH:39]=[CH:38][CH:37]=1)[N:25]=[CH:24][CH:23]=[C:22]2[O:19][C:16]1[CH:17]=[CH:18][C:13]([NH:12][C:10]([NH:9][C:3]2[CH:4]=[CH:5][C:6]([F:8])=[CH:7][C:2]=2[F:1])=[O:11])=[C:14]([F:20])[CH:15]=1)#[N:33]. The yield is 0.161.